This data is from Peptide-MHC class II binding affinity with 134,281 pairs from IEDB. The task is: Regression. Given a peptide amino acid sequence and an MHC pseudo amino acid sequence, predict their binding affinity value. This is MHC class II binding data. (1) The binding affinity (normalized) is 0.534. The peptide sequence is GSRSLTDLLRALGAQ. The MHC is DRB1_0101 with pseudo-sequence DRB1_0101. (2) The binding affinity (normalized) is 0.659. The peptide sequence is KQCFRKLPVNRPIDW. The MHC is DRB1_0401 with pseudo-sequence DRB1_0401. (3) The peptide sequence is PNTDGIHIGDSSKVT. The MHC is HLA-DPA10103-DPB10301 with pseudo-sequence HLA-DPA10103-DPB10301. The binding affinity (normalized) is 0. (4) The peptide sequence is LQEIPTMLKKGMTTV. The MHC is DRB1_1301 with pseudo-sequence DRB1_1301. The binding affinity (normalized) is 0.710. (5) The peptide sequence is PPDAASAAPLRTITA. The MHC is DRB1_0301 with pseudo-sequence DRB1_0301. The binding affinity (normalized) is 0.112. (6) The peptide sequence is IHGWFAVDFTAAELV. The MHC is DRB3_0202 with pseudo-sequence DRB3_0202. The binding affinity (normalized) is 0.234. (7) The peptide sequence is RLIAFTSEHSHF. The MHC is DRB1_1302 with pseudo-sequence DRB1_1302. The binding affinity (normalized) is 0.292.